Task: Predict the reactants needed to synthesize the given product.. Dataset: Full USPTO retrosynthesis dataset with 1.9M reactions from patents (1976-2016) Given the product [NH:5]1[C:10]2[C:9](=[CH:8][CH:13]=[CH:12][CH:11]=2)[CH:31]=[CH:30]1, predict the reactants needed to synthesize it. The reactants are: [N+]([O-])([O-])=O.[N:5]([O-])=O.[CH:8]1[C:13](O[C@@H]2O[C@H](CO)[C@@H](O)[C@H](O)[C@H]2O)=[C:12](O)[CH:11]=[C:10]2OC([CH:30]=[CH:31][C:9]=12)=O.